From a dataset of Experimentally validated miRNA-target interactions with 360,000+ pairs, plus equal number of negative samples. Binary Classification. Given a miRNA mature sequence and a target amino acid sequence, predict their likelihood of interaction. (1) The miRNA is hsa-miR-4764-3p with sequence UUAACUCCUUUCACACCCAUGG. The protein sequence of the target gene is MSFVAGVIRRLDETVVNRIAAGEVIQRPANAIKEMIENCLDAKSTSIQVIVKEGGLKLIQIQDNGTGIRKEDLDIVCERFTTSKLQSFEDLASISTYGFRGEALASISHVAHVTITTKTADGKCAYRASYSDGKLKAPPKPCAGNQGTQITVEDLFYNIATRRKALKNPSEEYGKILEVVGRYSVHNAGISFSVKKQGETVADVRTLPNASTVDNIRSIFGNAVSRELIEIGCEDKTLAFKMNGYISNANYSVKKCIFLLFINHRLVESTSLRKAIETVYAAYLPKNTHPFLYLSLEISP.... Result: 0 (no interaction). (2) The miRNA is hsa-miR-3691-5p with sequence AGUGGAUGAUGGAGACUCGGUAC. The protein sequence of the target gene is MEGGLSAPLSVRLLLFIALPAAGWLTTNAPRPPSTAPQNGIQINVTTLSKSGEESEEQVVLNITYERGQVYVNDLPVNSGVTRISCQTLIVKSENLEKLEEKHYFGIVTVRILVLERPVTYSASSQLIVIQGEVVEIDGRQAQQKNVTEIDILVKNQRVLRYSSYFLPLEESMLYSISQDSDILFTLPDFSKKGTVSSLQTTSHYLMGNVETTVDGNALPGKLPETPLRAEPPSSYKVMCQWMEKLRKALCRFWSSVVPVLFMFLDVMVVGVLGAAGVIAVLKLLFPVCENKGILQVDKM.... Result: 0 (no interaction). (3) The miRNA is hsa-miR-3679-5p with sequence UGAGGAUAUGGCAGGGAAGGGGA. The protein sequence of the target gene is MAASAALILPESPSMKKAVPLINAIDTGRFPRLLSRILQKLHLKAESSFSEEEEEKLQAAFSLEKQELHLVLETISFVLEQAVYHNVKPAALQQQLEMIHLRKDKAEAFASAWSAMGQETVEKFRQRILGPHKLETVGWQLNLQMAHSAQAKLQSPQAVLQLGVSKEDAKNVEKVLVEFNHKELFDFYNKLETIQAQLDSLT. Result: 0 (no interaction). (4) The miRNA is hsa-miR-195-3p with sequence CCAAUAUUGGCUGUGCUGCUCC. The protein sequence of the target gene is MTKSNGEEPKMGGRMERFQQGVRKRTLLAKKKVQNITKEDVKSYLFRNAFVLLTVTAVIVGTILGFTLRPYRMSYREVKYFSFPGELLMRMLQMLVLPLIISSLVTGMAALDSKASGKMGMRAVVYYMTTTIIAVVIGIIIVIIIHPGKGTKENMHREGKIVRVTAADAFLDLIRNMFPPNLVEACFKQFKTNYEKRSFKVPIQANETLVGAVINNVSEAMETLTRITEELVPVPGSVNGVNALGLVVFSMCFGFVIGNMKEQGQALREFFDSLNEAIMRLVAVIMWYAPVGILFLIAGK.... Result: 0 (no interaction). (5) The miRNA is bta-miR-205 with sequence UCCUUCAUUCCACCGGAGUCUG. The protein sequence of the target gene is MGAQFSKTAAKGEATAERPGEAAVASSPSKANGQENGHVKVNGDASPAAAEPGAKEELQANGSAPAADKEEPAAAGSGAASPAAAEKDEPAAAAPDAGASPVEKEAPVEGEAAEPGSPTAAEGEAASAASSTSSPKAEDGATPSPSNETPKKKKKRFSFKKSFKLSGFSFKKNKKEAGEGGEAEGAAGASAEGGKDEASGGAAAAAGEAGAAPGEPTAAPGEEAAAGEEGAAGGDPQEAKPEEAAVAPEKPPASEEAKAVEEPSKAEEKAEEAGVSAAGCEAPSAAGPGVPPEQEAAPAE.... Result: 1 (interaction). (6) The miRNA is hsa-miR-140-5p with sequence CAGUGGUUUUACCCUAUGGUAG. The protein sequence of the target gene is MLDICLEKRVGTTLAAPKCNSSTVRFQGLAEGTKGTMKMDMEDADMTLWTEAEFEEKCTYIVNDHPWDSGADGGTSVQAEASLPRNLLFKYATNSEEVIGVMSKEYIPKGTRFGPLIGEIYTNDTVPKNANRKYFWRIYSRGELHHFIDGFNEEKSNWMRYVNPAHSPREQNLAACQNGMNIYFYTIKPIPANQELLVWYCRDFAERLHYPYPGELTMMNLTQTQSSLKQPSTEKNELCPKNVPKREYSVKEILKLDSNPSKGKDLYRSNISPLTSEKDLDDFRRRGSPEMPFYPRVVYP.... Result: 1 (interaction). (7) The miRNA is hsa-miR-548j-3p with sequence CAAAAACUGCAUUACUUUUGC. Result: 1 (interaction). The protein sequence of the target gene is MAPVGVEKKLLLGPNGPAVAAAGDLTSEEEEGQSLWSSILSEVSTRARSKLPSGKNILVFGEDGSGKTTLMTKLQGAEHGKKGRGLEYLYLSVHDEDRDDHTRCNVWILDGDLYHKGLLKFAVSAESLPETLVIFVADMSRPWTVMESLQKWASVLREHIDKMKIPPEKMRELERKFVKDFQDYMEPEEGCQGSPQRRGPLTSGSDEENVALPLGDNVLTHNLGIPVLVVCTKCDAVSVLEKEHDYRDEHLDFIQSHLRRFCLQYGAALIYTSVKEEKNLDLLYKYIVHKTYGFHFTTPA....